Binary Classification. Given a T-cell receptor sequence (or CDR3 region) and an epitope sequence, predict whether binding occurs between them. From a dataset of TCR-epitope binding with 47,182 pairs between 192 epitopes and 23,139 TCRs. (1) The epitope is PROT_97E67BCC. The TCR CDR3 sequence is CASRRLAGGTGELFF. Result: 1 (the TCR binds to the epitope). (2) The epitope is YIFFASFYY. The TCR CDR3 sequence is CASSPGLAGGLASTDTQYF. Result: 0 (the TCR does not bind to the epitope). (3) The TCR CDR3 sequence is CASSANGDYTEAFF. The epitope is SLVKPSFYV. Result: 1 (the TCR binds to the epitope). (4) The epitope is YLQPRTFLL. The TCR CDR3 sequence is CASSPPTPTSGRQETQYF. Result: 0 (the TCR does not bind to the epitope). (5) The TCR CDR3 sequence is CASSYRNTIYF. Result: 0 (the TCR does not bind to the epitope). The epitope is WICLLQFAY. (6) The epitope is IYSKHTPINL. The TCR CDR3 sequence is CASSARQGSRTDTQYF. Result: 0 (the TCR does not bind to the epitope). (7) The epitope is ALSKGVHFV. The TCR CDR3 sequence is CASSLDRGDTIYF. Result: 0 (the TCR does not bind to the epitope). (8) The epitope is SLYNTVATL. The TCR CDR3 sequence is CASSLAPPGTSYEQYF. Result: 0 (the TCR does not bind to the epitope).